Dataset: Full USPTO retrosynthesis dataset with 1.9M reactions from patents (1976-2016). Task: Predict the reactants needed to synthesize the given product. Given the product [NH2:17][CH2:16][CH2:15][C:14]([C:11]1[CH:10]=[CH:9][C:8]([Cl:7])=[CH:13][CH:12]=1)([C:18]1[CH:23]=[CH:22][C:21]([C:24]2[CH:25]=[N:26][NH:27][CH:28]=2)=[CH:20][CH:19]=1)[OH:29], predict the reactants needed to synthesize it. The reactants are: [H-].[H-].[H-].[H-].[Li+].[Al+3].[Cl:7][C:8]1[CH:13]=[CH:12][C:11]([C:14]([OH:29])([C:18]2[CH:23]=[CH:22][C:21]([C:24]3[CH:25]=[N:26][NH:27][CH:28]=3)=[CH:20][CH:19]=2)[CH2:15][C:16]#[N:17])=[CH:10][CH:9]=1.